This data is from NCI-60 drug combinations with 297,098 pairs across 59 cell lines. The task is: Regression. Given two drug SMILES strings and cell line genomic features, predict the synergy score measuring deviation from expected non-interaction effect. (1) Drug 1: CC1=C(N=C(N=C1N)C(CC(=O)N)NCC(C(=O)N)N)C(=O)NC(C(C2=CN=CN2)OC3C(C(C(C(O3)CO)O)O)OC4C(C(C(C(O4)CO)O)OC(=O)N)O)C(=O)NC(C)C(C(C)C(=O)NC(C(C)O)C(=O)NCCC5=NC(=CS5)C6=NC(=CS6)C(=O)NCCC[S+](C)C)O. Drug 2: C1C(C(OC1N2C=NC3=C2NC=NCC3O)CO)O. Cell line: OVCAR-4. Synergy scores: CSS=12.7, Synergy_ZIP=-2.44, Synergy_Bliss=0.771, Synergy_Loewe=-2.01, Synergy_HSA=1.11. (2) Drug 1: COC1=C(C=C2C(=C1)N=CN=C2NC3=CC(=C(C=C3)F)Cl)OCCCN4CCOCC4. Drug 2: CN(CCCl)CCCl.Cl. Cell line: SN12C. Synergy scores: CSS=34.1, Synergy_ZIP=-7.52, Synergy_Bliss=1.27, Synergy_Loewe=1.70, Synergy_HSA=3.34.